Predict which catalyst facilitates the given reaction. From a dataset of Catalyst prediction with 721,799 reactions and 888 catalyst types from USPTO. (1) Reactant: [CH3:1][CH:2]([CH2:6][CH2:7][CH2:8][CH2:9][CH2:10][CH2:11][CH2:12][CH2:13][CH3:14])[C:3](O)=[O:4].CN(C=O)C.C(Cl)(=O)C([Cl:23])=O. Product: [CH3:1][CH:2]([CH2:6][CH2:7][CH2:8][CH2:9][CH2:10][CH2:11][CH2:12][CH2:13][CH3:14])[C:3]([Cl:23])=[O:4]. The catalyst class is: 4. (2) Reactant: Br[C:2]1[N:6]([C:7]2[CH:12]=[CH:11][CH:10]=[CH:9][C:8]=2[F:13])[N:5]=[C:4]([C:14]([O:16][CH2:17][CH3:18])=[O:15])[CH:3]=1.C(=O)([O-])[O-].[K+].[K+].[C:25]1([SH:31])[CH:30]=[CH:29][CH:28]=[CH:27][CH:26]=1. Product: [F:13][C:8]1[CH:9]=[CH:10][CH:11]=[CH:12][C:7]=1[N:6]1[C:2]([S:31][C:25]2[CH:30]=[CH:29][CH:28]=[CH:27][CH:26]=2)=[CH:3][C:4]([C:14]([O:16][CH2:17][CH3:18])=[O:15])=[N:5]1. The catalyst class is: 35. (3) Reactant: [Si:1]([O:8][C@H:9]1[CH2:26][CH2:25][C@@:24]2([CH3:27])[CH:11]([C@@H:12]([OH:29])[CH2:13][C@@H:14]3[C@@H:23]2[CH2:22][CH2:21][C@@:19]2([CH3:20])[C@H:15]3[CH2:16][CH2:17][C@@H:18]2[OH:28])[CH2:10]1)([C:4]([CH3:7])([CH3:6])[CH3:5])([CH3:3])[CH3:2]. Product: [Si:1]([O:8][C@H:9]1[CH2:26][CH2:25][C@@:24]2([CH3:27])[CH:11]([C:12](=[O:29])[CH2:13][C@@H:14]3[C@@H:23]2[CH2:22][CH2:21][C@@:19]2([CH3:20])[C@H:15]3[CH2:16][CH2:17][C:18]2=[O:28])[CH2:10]1)([C:4]([CH3:7])([CH3:5])[CH3:6])([CH3:3])[CH3:2]. The catalyst class is: 16. (4) Reactant: [CH3:1][O:2][C:3]1[CH:8]=[CH:7][C:6]([NH:9][C:10](=[O:30])[O:11][CH2:12][C@H:13]2[CH2:17][C@@H:16]([NH:18][S:19]([C:22]3[CH:27]=[C:26]([Br:28])[CH:25]=[CH:24][C:23]=3[Br:29])(=[O:21])=[O:20])[CH2:15][NH:14]2)=[CH:5][CH:4]=1.C[CH2:32][N:33](C(C)C)C(C)C.BrC#N.C(O)C(N)(CO)CO. Product: [CH3:1][O:2][C:3]1[CH:4]=[CH:5][C:6]([NH:9][C:10](=[O:30])[O:11][CH2:12][C@H:13]2[CH2:17][C@@H:16]([NH:18][S:19]([C:22]3[CH:27]=[C:26]([Br:28])[CH:25]=[CH:24][C:23]=3[Br:29])(=[O:20])=[O:21])[CH2:15][N:14]2[C:32]#[N:33])=[CH:7][CH:8]=1. The catalyst class is: 2. (5) Reactant: [C:1]([C:3]1[CH:8]=[CH:7][N:6]=[C:5]([NH:9][C:10]2[N:15]=[C:14]([C:16]3[CH:17]=[N:18][C:19]([N:22]4[CH2:27][CH2:26][N:25]([CH2:28][C:29]([O:31]C(C)(C)C)=[O:30])[CH2:24][CH2:23]4)=[CH:20][CH:21]=3)[CH:13]=[C:12]([CH:36]3[CH2:38][CH2:37]3)[CH:11]=2)[CH:4]=1)#[N:2].[ClH:39].O1CCOCC1. Product: [ClH:39].[C:1]([C:3]1[CH:8]=[CH:7][N:6]=[C:5]([NH:9][C:10]2[N:15]=[C:14]([C:16]3[CH:17]=[N:18][C:19]([N:22]4[CH2:23][CH2:24][N:25]([CH2:28][C:29]([OH:31])=[O:30])[CH2:26][CH2:27]4)=[CH:20][CH:21]=3)[CH:13]=[C:12]([CH:36]3[CH2:37][CH2:38]3)[CH:11]=2)[CH:4]=1)#[N:2]. The catalyst class is: 12. (6) Reactant: [Cl:1][C:2]1[C:11]2[C:6](=[CH:7][C:8]([O:19][CH2:20][CH2:21][N:22]3[CH2:26][CH2:25][CH2:24][CH2:23]3)=[CH:9][C:10]=2[N:12]2[CH2:17][CH2:16][N:15]([CH3:18])[CH2:14][CH2:13]2)[N:5]=[CH:4][N:3]=1.[CH2:27]1[O:36][C:35]2[C:29](=[C:30]([CH:32]=[CH:33][CH:34]=2)[NH2:31])[O:28]1.[ClH:37]. Product: [ClH:1].[ClH:37].[ClH:1].[CH2:27]1[O:36][C:35]2[C:29](=[C:30]([CH:32]=[CH:33][CH:34]=2)[NH:31][C:2]2[C:11]3[C:6](=[CH:7][C:8]([O:19][CH2:20][CH2:21][N:22]4[CH2:23][CH2:24][CH2:25][CH2:26]4)=[CH:9][C:10]=3[N:12]3[CH2:17][CH2:16][N:15]([CH3:18])[CH2:14][CH2:13]3)[N:5]=[CH:4][N:3]=2)[O:28]1. The catalyst class is: 32. (7) Reactant: C(O)(C(F)(F)F)=O.[NH2:8][C@H:9]1[C:20](=[O:21])[O:19][CH2:18][C@@H:17]([C:22]2[CH:27]=[CH:26][CH:25]=[CH:24][CH:23]=2)[NH:16][C:15](=[O:28])[CH2:14][CH2:13][CH:12]=[CH:11][CH2:10]1.C(N(CC)CC)C.[CH3:36][S:37](Cl)(=[O:39])=[O:38]. Product: [O:28]=[C:15]1[CH2:14][CH2:13][CH:12]=[CH:11][CH2:10][C@@H:9]([NH:8][S:37]([CH3:36])(=[O:39])=[O:38])[C:20](=[O:21])[O:19][CH2:18][C@@H:17]([C:22]2[CH:27]=[CH:26][CH:25]=[CH:24][CH:23]=2)[NH:16]1. The catalyst class is: 31. (8) Reactant: C[O:2][C:3]([C:5]1[NH:26][C:8]2=[CH:9][N:10]=[CH:11][C:12]([NH:13][C:14]3[CH:19]=[CH:18][C:17]([C:20]4[CH:25]=[CH:24][CH:23]=[CH:22][CH:21]=4)=[CH:16][CH:15]=3)=[C:7]2[CH:6]=1)=O.[NH:27]1C2=CN=CC=C2C=C1C(N)=O. Product: [C:17]1([C:20]2[CH:25]=[CH:24][CH:23]=[CH:22][CH:21]=2)[CH:18]=[CH:19][C:14]([NH:13][C:12]2[CH:11]=[N:10][CH:9]=[C:8]3[NH:26][C:5]([C:3]([NH2:27])=[O:2])=[CH:6][C:7]=23)=[CH:15][CH:16]=1. The catalyst class is: 328. (9) Reactant: [CH3:1][C:2]1[C:6]([CH3:7])=[C:5]([NH:8][C:9](=[O:16])OCC(Cl)(Cl)Cl)[O:4][N:3]=1.[F:17][C:18]1[CH:23]=[C:22]([F:24])[CH:21]=[CH:20][C:19]=1[C:25]1[N:26]=[C:27]([N:30]2[CH2:35][CH2:34][NH:33][CH2:32][CH2:31]2)[S:28][CH:29]=1.C(N(C(C)C)CC)(C)C.O. Product: [F:17][C:18]1[CH:23]=[C:22]([F:24])[CH:21]=[CH:20][C:19]=1[C:25]1[N:26]=[C:27]([N:30]2[CH2:31][CH2:32][N:33]([C:9]([NH:8][C:5]3[O:4][N:3]=[C:2]([CH3:1])[C:6]=3[CH3:7])=[O:16])[CH2:34][CH2:35]2)[S:28][CH:29]=1. The catalyst class is: 16. (10) Reactant: Cl[C:2]1[C:11]2[C:6](=[CH:7][CH:8]=[C:9]([O:12][CH3:13])[CH:10]=2)[C:5]([N:14]2[CH:18]=[C:17]([CH3:19])[N:16]=[CH:15]2)=[N:4][C:3]=1[C:20]#[N:21].[NH:22]1[CH2:26][CH2:25][CH2:24][CH2:23]1. Product: [CH3:13][O:12][C:9]1[CH:10]=[C:11]2[C:6](=[CH:7][CH:8]=1)[C:5]([N:14]1[CH:18]=[C:17]([CH3:19])[N:16]=[CH:15]1)=[N:4][C:3]([C:20]#[N:21])=[C:2]2[N:22]1[CH2:26][CH2:25][CH2:24][CH2:23]1. The catalyst class is: 32.